From a dataset of NCI-60 drug combinations with 297,098 pairs across 59 cell lines. Regression. Given two drug SMILES strings and cell line genomic features, predict the synergy score measuring deviation from expected non-interaction effect. (1) Drug 1: CC1C(C(CC(O1)OC2CC(CC3=C2C(=C4C(=C3O)C(=O)C5=C(C4=O)C(=CC=C5)OC)O)(C(=O)CO)O)N)O.Cl. Drug 2: C1C(C(OC1N2C=NC(=NC2=O)N)CO)O. Cell line: OVCAR3. Synergy scores: CSS=-9.03, Synergy_ZIP=0.761, Synergy_Bliss=-6.93, Synergy_Loewe=-21.4, Synergy_HSA=-17.6. (2) Drug 1: C1=NC(=NC(=O)N1C2C(C(C(O2)CO)O)O)N. Drug 2: N.N.Cl[Pt+2]Cl. Cell line: SF-268. Synergy scores: CSS=45.0, Synergy_ZIP=2.25, Synergy_Bliss=3.72, Synergy_Loewe=-2.00, Synergy_HSA=2.70. (3) Drug 1: C1=NC2=C(N=C(N=C2N1C3C(C(C(O3)CO)O)O)F)N. Drug 2: CCC1(C2=C(COC1=O)C(=O)N3CC4=CC5=C(C=CC(=C5CN(C)C)O)N=C4C3=C2)O.Cl. Cell line: NCI/ADR-RES. Synergy scores: CSS=33.4, Synergy_ZIP=-3.78, Synergy_Bliss=2.50, Synergy_Loewe=-12.6, Synergy_HSA=0.949. (4) Drug 1: CC1=CC2C(CCC3(C2CCC3(C(=O)C)OC(=O)C)C)C4(C1=CC(=O)CC4)C. Drug 2: C1C(C(OC1N2C=C(C(=O)NC2=O)F)CO)O. Cell line: HT29. Synergy scores: CSS=45.1, Synergy_ZIP=2.00, Synergy_Bliss=2.85, Synergy_Loewe=-23.6, Synergy_HSA=2.49. (5) Drug 1: CC12CCC3C(C1CCC2O)C(CC4=C3C=CC(=C4)O)CCCCCCCCCS(=O)CCCC(C(F)(F)F)(F)F. Drug 2: COC1=NC(=NC2=C1N=CN2C3C(C(C(O3)CO)O)O)N. Cell line: HL-60(TB). Synergy scores: CSS=-8.84, Synergy_ZIP=7.43, Synergy_Bliss=3.08, Synergy_Loewe=-19.1, Synergy_HSA=-18.8.